This data is from Forward reaction prediction with 1.9M reactions from USPTO patents (1976-2016). The task is: Predict the product of the given reaction. (1) Given the reactants [N+:1]([C:4]1[CH:9]=[CH:8][CH:7]=[CH:6][C:5]=1[S:10]([NH:13][C:14]1([C:18](O)=O)[CH2:17][CH2:16][CH2:15]1)(=[O:12])=[O:11])([O-:3])=[O:2].Cl.[CH:22]12[CH2:31]C3[CH2:27][CH:28]([CH2:30]C(C3)[CH:23]1N)[CH2:29]2.F[P-](F)(F)(F)(F)F.N1([O:49][P+](N(C)C)(N(C)C)N(C)C)C2C=CC=CC=2N=N1.CC[N:62]([CH:66]([CH3:68])[CH3:67])[CH:63](C)C, predict the reaction product. The product is: [CH:68]12[CH2:31][CH:22]3[CH2:29][CH:28]([CH2:30][CH:67]([CH2:23]3)[CH:66]1[NH:62][C:63]([CH2:18][C:14]1([NH:13][S:10]([C:5]3[CH:6]=[CH:7][CH:8]=[CH:9][C:4]=3[N+:1]([O-:3])=[O:2])(=[O:11])=[O:12])[CH2:15][CH2:16][CH2:17]1)=[O:49])[CH2:27]2. (2) Given the reactants [C:1]1([C:7]2[N:11]=[C:10]([N:12]3[CH2:17][CH2:16][NH:15][CH2:14][CH2:13]3)[S:9][N:8]=2)[CH:6]=[CH:5][CH:4]=[CH:3][CH:2]=1.C(N(CC)CC)C.[N:25]([C:28]1[CH:37]=[CH:36][C:31]2[O:32][CH2:33][CH2:34][O:35][C:30]=2[CH:29]=1)=[C:26]=[O:27], predict the reaction product. The product is: [O:32]1[C:31]2[CH:36]=[CH:37][C:28]([NH:25][C:26]([N:15]3[CH2:16][CH2:17][N:12]([C:10]4[S:9][N:8]=[C:7]([C:1]5[CH:2]=[CH:3][CH:4]=[CH:5][CH:6]=5)[N:11]=4)[CH2:13][CH2:14]3)=[O:27])=[CH:29][C:30]=2[O:35][CH2:34][CH2:33]1. (3) Given the reactants F[C:2]1[CH:7]=[CH:6][CH:5]=[CH:4][C:3]=1[N+:8]([O-:10])=[O:9].[NH:11]([CH2:15][CH2:16][OH:17])[CH2:12][CH2:13][OH:14], predict the reaction product. The product is: [OH:14][CH2:13][CH2:12][N:11]([C:6]1[CH:5]=[CH:4][C:3]([N+:8]([O-:10])=[O:9])=[CH:2][CH:7]=1)[CH2:15][CH2:16][OH:17]. (4) Given the reactants [CH3:1][OH:2].CO.[CH3:5][C:6]([O:9][CH:10](N(C)C)N(C)C)(C)[CH3:7], predict the reaction product. The product is: [CH2:1]1[CH2:10][O:9][CH2:6][CH2:7]1.[O:2]1[CH2:7][CH2:6][CH2:5][CH2:1]1. (5) Given the reactants [CH2:1]([C:5]1[CH:10]=[CH:9][C:8]([CH2:11][C:12]2[C:13](=[O:20])[NH:14][NH:15][C:16]=2[CH:17]([CH3:19])[CH3:18])=[CH:7][CH:6]=1)[CH:2]([CH3:4])[CH3:3].CC([O:24][CH2:25][C@H:26]1[O:31][C@H:30](Br)[C@H:29]([O:33]C(C)=O)[C@@H:28]([O:37]C(C)=O)[C@@H:27]1[O:41]C(C)=O)=O.[OH-].[Na+], predict the reaction product. The product is: [C@@H:30]1([O:20][C:13]2[C:12]([CH2:11][C:8]3[CH:9]=[CH:10][C:5]([CH2:1][CH:2]([CH3:4])[CH3:3])=[CH:6][CH:7]=3)=[C:16]([CH:17]([CH3:19])[CH3:18])[NH:15][N:14]=2)[O:31][C@H:26]([CH2:25][OH:24])[C@@H:27]([OH:41])[C@H:28]([OH:37])[C@H:29]1[OH:33]. (6) Given the reactants [Br:1][C:2]1[CH:17]=[CH:16][C:5]([O:6][CH2:7][CH2:8][N:9]2[CH2:14][CH2:13][N:12]([CH3:15])[CH2:11][CH2:10]2)=[C:4]([Cl:18])[CH:3]=1.C(=O)=O.CC(C)=O.[Li+].CC([N-]C(C)C)C.[Cl:34]C(Cl)(Cl)C(Cl)(Cl)Cl, predict the reaction product. The product is: [Br:1][C:2]1[CH:17]=[CH:16][C:5]([O:6][CH2:7][CH2:8][N:9]2[CH2:14][CH2:13][N:12]([CH3:15])[CH2:11][CH2:10]2)=[C:4]([Cl:18])[C:3]=1[Cl:34]. (7) Given the reactants [F:1][C:2]([F:26])([F:25])[C:3]1[CH:24]=[CH:23][CH:22]=[CH:21][C:4]=1[O:5][CH:6]1[CH2:11][CH2:10][N:9]([C:12]2[N:17]=[N:16][C:15](C(O)=O)=[CH:14][CH:13]=2)[CH2:8][CH2:7]1.C1C=CC(P(N=[N+]=[N-])(C2C=CC=CC=2)=O)=CC=1.CCN(CC)CC.[CH3:51][OH:52].C[N:54]([CH:56]=[O:57])C, predict the reaction product. The product is: [F:1][C:2]([F:26])([F:25])[C:3]1[CH:24]=[CH:23][CH:22]=[CH:21][C:4]=1[O:5][CH:6]1[CH2:7][CH2:8][N:9]([C:12]2[N:17]=[N:16][C:15]([NH:54][C:56](=[O:57])[O:52][CH3:51])=[CH:14][CH:13]=2)[CH2:10][CH2:11]1.